This data is from CYP2C9 inhibition data for predicting drug metabolism from PubChem BioAssay. The task is: Regression/Classification. Given a drug SMILES string, predict its absorption, distribution, metabolism, or excretion properties. Task type varies by dataset: regression for continuous measurements (e.g., permeability, clearance, half-life) or binary classification for categorical outcomes (e.g., BBB penetration, CYP inhibition). Dataset: cyp2c9_veith. The molecule is Cc1cc(C(=O)N[C@@H](c2ccccc2)[C@]2(C)C[C@H]2[C@@H](C)C(=O)Nc2ccc3ccccc3c2)no1. The result is 1 (inhibitor).